From a dataset of Forward reaction prediction with 1.9M reactions from USPTO patents (1976-2016). Predict the product of the given reaction. (1) Given the reactants C(N(S(F)(F)[F:7])CC)C.[C:10]([C:14]1[CH:19]=[CH:18][C:17]([CH:20](O)[C:21]2[C:22]([C:37]3[CH:42]=[CH:41][C:40]([F:43])=[CH:39][CH:38]=3)=[C:23]3[C:28](=[CH:29][C:30]=2[CH:31]([CH3:33])[CH3:32])[O:27][C:26]([CH3:35])([CH3:34])[CH2:25][C:24]3=[O:36])=[CH:16][CH:15]=1)([CH3:13])([CH3:12])[CH3:11].O, predict the reaction product. The product is: [C:10]([C:14]1[CH:19]=[CH:18][C:17]([CH:20]([F:7])[C:21]2[C:22]([C:37]3[CH:38]=[CH:39][C:40]([F:43])=[CH:41][CH:42]=3)=[C:23]3[C:28](=[CH:29][C:30]=2[CH:31]([CH3:32])[CH3:33])[O:27][C:26]([CH3:35])([CH3:34])[CH2:25][C:24]3=[O:36])=[CH:16][CH:15]=1)([CH3:11])([CH3:12])[CH3:13]. (2) Given the reactants [CH3:1][C:2]1[CH:11]=[CH:10][C:9]2[C:4](=[CH:5][CH:6]=[CH:7][CH:8]=2)[N:3]=1.[In].[Cl-].[NH4+].C(O)C, predict the reaction product. The product is: [CH3:1][CH:2]1[CH2:11][CH2:10][C:9]2[C:4](=[CH:5][CH:6]=[CH:7][CH:8]=2)[NH:3]1. (3) Given the reactants C(N[C:5]1[CH:10]=[CH:9][CH:8]=[CH:7][C:6]=1[C:11](=C1CCN([CH2:11][C:6]2[CH:7]=[CH:8][CH:9]=[CH:10][CH:5]=2)CC1)[C:9]1[CH:8]=[CH:7][C:6]([C:11](N(CC)CC)=O)=[CH:5][CH:10]=1)(=O)C.[CH2:38]([N:40]([CH2:67][CH3:68])[C:41]([C:43]1[CH:48]=[CH:47][C:46]([C:49](=[C:61]2[CH2:66][CH2:65][NH:64][CH2:63][CH2:62]2)[C:50]2[CH:55]=[CH:54][CH:53]=[CH:52][C:51]=2[NH:56][C:57](=[O:60])[O:58][CH3:59])=[CH:45][CH:44]=1)=[O:42])[CH3:39].C(=O)C1C=CC=CC=1.C(O)(C(F)(F)F)=O, predict the reaction product. The product is: [CH2:11]([N:64]1[CH2:65][CH2:66][C:61](=[C:49]([C:46]2[CH:45]=[CH:44][C:43]([C:41]([N:40]([CH2:38][CH3:39])[CH2:67][CH3:68])=[O:42])=[CH:48][CH:47]=2)[C:50]2[CH:55]=[CH:54][CH:53]=[CH:52][C:51]=2[NH:56][C:57](=[O:60])[O:58][CH3:59])[CH2:62][CH2:63]1)[C:6]1[CH:7]=[CH:8][CH:9]=[CH:10][CH:5]=1. (4) Given the reactants [NH2:1][C:2]1[N:6]([C:7]2[CH:8]=[C:9]3[C:13](=[CH:14][CH:15]=2)[N:12]([C:16]([O:18][C:19]([CH3:22])([CH3:21])[CH3:20])=[O:17])[N:11]=[CH:10]3)[N:5]=[C:4]([C:23]([CH3:26])([CH3:25])[CH3:24])[CH:3]=1.[OH-].[Na+].Cl[C:30]([O:32][C:33]([CH3:35])=[CH2:34])=[O:31], predict the reaction product. The product is: [C:23]([C:4]1[CH:3]=[C:2]([NH:1][C:30]([O:32][C:33]([CH3:35])=[CH2:34])=[O:31])[N:6]([C:7]2[CH:8]=[C:9]3[C:13](=[CH:14][CH:15]=2)[N:12]([C:16]([O:18][C:19]([CH3:20])([CH3:22])[CH3:21])=[O:17])[N:11]=[CH:10]3)[N:5]=1)([CH3:26])([CH3:25])[CH3:24].